Dataset: Full USPTO retrosynthesis dataset with 1.9M reactions from patents (1976-2016). Task: Predict the reactants needed to synthesize the given product. (1) Given the product [Br:1][C:2]1[CH:14]=[CH:13][CH:12]=[C:11]([OH:15])[C:3]=1[C:23]([O:26][CH3:28])=[O:24], predict the reactants needed to synthesize it. The reactants are: [Br:1][C:2]1[CH:14]=[CH:13][CH:12]=[C:11]([O:15][Si](C(C)(C)C)(C)C)[C:3]=1C(N(CC)CC)=O.[C:23]([O-:26])(O)=[O:24].[Na+].[CH3:28]C#N. (2) Given the product [NH:1]1[C:5]2[CH:6]=[CH:7][CH:8]=[CH:9][C:4]=2[N:3]=[C:2]1[CH:10]([NH:20][C:31]([NH:30][CH2:29][C:26]1[CH:25]=[C:24]([CH:21]2[CH2:23][CH2:22]2)[O:28][N:27]=1)=[O:32])[CH2:11][C:12]1[CH:17]=[CH:16][C:15]([O:18][CH3:19])=[CH:14][CH:13]=1, predict the reactants needed to synthesize it. The reactants are: [NH:1]1[C:5]2[CH:6]=[CH:7][CH:8]=[CH:9][C:4]=2[N:3]=[C:2]1[CH:10]([NH2:20])[CH2:11][C:12]1[CH:17]=[CH:16][C:15]([O:18][CH3:19])=[CH:14][CH:13]=1.[CH:21]1([C:24]2[O:28][N:27]=[C:26]([CH2:29][NH2:30])[CH:25]=2)[CH2:23][CH2:22]1.[C:31](O)(C(F)(F)F)=[O:32]. (3) Given the product [F:12][C:4]1[CH:5]=[C:6]([N+:9]([O-:11])=[O:10])[CH:7]=[CH:8][C:3]=1[CH2:2][N:27]1[CH2:26][CH2:25][N:24]([C:29]([O:31][C:32]([CH3:35])([CH3:34])[CH3:33])=[O:30])[C@@H:23]([CH3:22])[CH2:28]1, predict the reactants needed to synthesize it. The reactants are: Br[CH2:2][C:3]1[CH:8]=[CH:7][C:6]([N+:9]([O-:11])=[O:10])=[CH:5][C:4]=1[F:12].CCN(C(C)C)C(C)C.[CH3:22][C@H:23]1[CH2:28][NH:27][CH2:26][CH2:25][N:24]1[C:29]([O:31][C:32]([CH3:35])([CH3:34])[CH3:33])=[O:30]. (4) Given the product [CH3:1][O:2][C:3]1[N:8]=[CH:7][C:6]([CH2:9][NH:10][C:11]2[C:16]([C:17]([NH:19][C:20]3[CH:25]=[CH:24][C:23]([CH2:26][CH2:27][CH3:28])=[C:22]([C:29]([F:32])([F:31])[F:30])[CH:21]=3)=[O:18])=[CH:15][CH:14]=[CH:13][N:12]=2)=[CH:5][CH:4]=1, predict the reactants needed to synthesize it. The reactants are: [CH3:1][O:2][C:3]1[N:8]=[CH:7][C:6]([CH2:9][NH:10][C:11]2[C:16]([C:17]([NH:19][C:20]3[CH:25]=[CH:24][C:23]([C:26]#[C:27][CH3:28])=[C:22]([C:29]([F:32])([F:31])[F:30])[CH:21]=3)=[O:18])=[CH:15][CH:14]=[CH:13][N:12]=2)=[CH:5][CH:4]=1.[H][H]. (5) The reactants are: C(O[C:4]([C:6]1[CH:7]=[C:8]2[C:12](=[CH:13][CH:14]=1)[NH:11][N:10]=[C:9]2[C:15]1[CH:24]=[CH:23][C:22]2[C:17](=[CH:18][CH:19]=[C:20]([O:25][CH2:26][C:27]3[CH:32]=[CH:31][CH:30]=[CH:29][N:28]=3)[CH:21]=2)[CH:16]=1)=[NH:5])C.[CH3:33][CH:34]([CH3:40])[CH2:35][C:36]([NH:38][NH2:39])=O.C(N(CC)CC)C. Given the product [CH2:35]([C:36]1[NH:38][N:39]=[C:4]([C:6]2[CH:7]=[C:8]3[C:12](=[CH:13][CH:14]=2)[NH:11][N:10]=[C:9]3[C:15]2[CH:24]=[CH:23][C:22]3[C:17](=[CH:18][CH:19]=[C:20]([O:25][CH2:26][C:27]4[CH:32]=[CH:31][CH:30]=[CH:29][N:28]=4)[CH:21]=3)[CH:16]=2)[N:5]=1)[CH:34]([CH3:40])[CH3:33], predict the reactants needed to synthesize it. (6) Given the product [Br:1][C:2]1[CH:9]=[CH:8][C:7]([O:10][CH3:11])=[CH:6][C:3]=1[CH:4]=[C:13]([C:14]([O:16][CH2:17][CH3:18])=[O:15])[C:12]([O:20][CH2:21][CH3:22])=[O:19], predict the reactants needed to synthesize it. The reactants are: [Br:1][C:2]1[CH:9]=[CH:8][C:7]([O:10][CH3:11])=[CH:6][C:3]=1[CH:4]=O.[C:12]([O:20][CH2:21][CH3:22])(=[O:19])[CH2:13][C:14]([O:16][CH2:17][CH3:18])=[O:15].N1CCCC1.C(O)(=O)C. (7) The reactants are: [F:1][C:2]1[CH:11]=[CH:10][C:9]2[C:4](=[CH:5][CH:6]=[C:7]([CH3:12])[CH:8]=2)[CH:3]=1.C1C(=O)N([Br:20])C(=O)C1.BrBr.CC(N=NC(C#N)(C)C)(C#N)C. Given the product [Br:20][CH2:12][C:7]1[CH:6]=[CH:5][C:4]2[C:9](=[CH:10][CH:11]=[C:2]([F:1])[CH:3]=2)[CH:8]=1, predict the reactants needed to synthesize it.